Dataset: Full USPTO retrosynthesis dataset with 1.9M reactions from patents (1976-2016). Task: Predict the reactants needed to synthesize the given product. (1) Given the product [O:18]=[C:17]1[C:16]2[C:15](=[CH:23][CH:22]=[CH:21][CH:20]=2)[C:14](=[O:19])[N:1]1[CH:2]([C:7]1[CH:8]=[CH:9][C:10]([F:13])=[CH:11][CH:12]=1)[CH2:3][C:4]([OH:6])=[O:5], predict the reactants needed to synthesize it. The reactants are: [NH2:1][CH:2]([C:7]1[CH:12]=[CH:11][C:10]([F:13])=[CH:9][CH:8]=1)[CH2:3][C:4]([OH:6])=[O:5].[C:14]1(=O)[O:19][C:17](=[O:18])[C:16]2=[CH:20][CH:21]=[CH:22][CH:23]=[C:15]12.O. (2) Given the product [CH:31]([OH:33])=[O:32].[CH3:30][N:3]1[CH2:8][CH2:7][CH:6]([CH:9]([C:24]2[CH:25]=[N:26][CH:27]=[CH:28][CH:29]=2)[CH2:10][NH:11][C:12]([C:14]2[C:15]([Cl:23])=[C:16]3[C:20](=[CH:21][CH:22]=2)[NH:19][CH:18]=[CH:17]3)=[O:13])[CH2:5][CH2:4]1, predict the reactants needed to synthesize it. The reactants are: Cl.Cl.[NH:3]1[CH2:8][CH2:7][CH:6]([CH:9]([C:24]2[CH:25]=[N:26][CH:27]=[CH:28][CH:29]=2)[CH2:10][NH:11][C:12]([C:14]2[C:15]([Cl:23])=[C:16]3[C:20](=[CH:21][CH:22]=2)[NH:19][CH:18]=[CH:17]3)=[O:13])[CH2:5][CH2:4]1.[CH3:30][C:31]([OH:33])=[O:32].C=O.C(O[BH-](OC(=O)C)OC(=O)C)(=O)C.[Na+]. (3) Given the product [ClH:33].[NH:23]1[CH2:22][CH2:21][CH:20]([C:18]2[N:5]3[N:6]=[C:7]4[C:12]([C:11]([N:13]5[CH:17]=[N:16][CH:15]=[N:14]5)=[CH:10][CH:9]=[CH:8]4)=[C:4]3[NH:3][C:2](=[O:1])[CH:19]=2)[CH2:25][CH2:24]1, predict the reactants needed to synthesize it. The reactants are: [O:1]=[C:2]1[CH:19]=[C:18]([CH:20]2[CH2:25][CH2:24][N:23](C(OC(C)(C)C)=O)[CH2:22][CH2:21]2)[N:5]2[N:6]=[C:7]3[C:12]([C:11]([N:13]4[CH:17]=[N:16][CH:15]=[N:14]4)=[CH:10][CH:9]=[CH:8]3)=[C:4]2[NH:3]1.[ClH:33].